This data is from Reaction yield outcomes from USPTO patents with 853,638 reactions. The task is: Predict the reaction yield, written as a fraction of the theoretical maximum amount of product (1.0 means a 100% yield; for example, 0.34 means a 34% yield). (1) The reactants are [CH:1]1([N:4]2[C:9](=[O:10])[C:8]3=[C:11]([NH:18][C:19]4[CH:24]=[CH:23][C:22]([C:25]#[C:26][Si](C)(C)C)=[CH:21][C:20]=4[F:31])[N:12]([CH3:17])[C:13](=[O:16])[C:14]([CH3:15])=[C:7]3[N:6]([C:32]3[CH:33]=[C:34]([NH:38][C:39](=[O:41])[CH3:40])[CH:35]=[CH:36][CH:37]=3)[C:5]2=[O:42])[CH2:3][CH2:2]1.C(=O)([O-])[O-].[K+].[K+].CO.CN(C)C=O.Cl. The catalyst is O. The product is [CH:1]1([N:4]2[C:9](=[O:10])[C:8]3=[C:11]([NH:18][C:19]4[CH:24]=[CH:23][C:22]([C:25]#[CH:26])=[CH:21][C:20]=4[F:31])[N:12]([CH3:17])[C:13](=[O:16])[C:14]([CH3:15])=[C:7]3[N:6]([C:32]3[CH:33]=[C:34]([NH:38][C:39](=[O:41])[CH3:40])[CH:35]=[CH:36][CH:37]=3)[C:5]2=[O:42])[CH2:2][CH2:3]1. The yield is 0.930. (2) The reactants are [NH3:1].[CH:2]1[C:15]2[C:14](=[O:16])[C:13]3[C:8](=[CH:9][CH:10]=[CH:11][CH:12]=3)[C:7](=[O:17])[C:6]=2[CH:5]=[CH:4][C:3]=1[S:18](Cl)(=[O:20])=[O:19]. No catalyst specified. The product is [CH:2]1[C:15]2[C:14](=[O:16])[C:13]3[C:8](=[CH:9][CH:10]=[CH:11][CH:12]=3)[C:7](=[O:17])[C:6]=2[CH:5]=[CH:4][C:3]=1[S:18]([NH2:1])(=[O:20])=[O:19]. The yield is 0.880. (3) The reactants are [C:1]([O:5][C:6]([N:8]1[CH2:13][CH2:12][CH:11]([C:14](=[O:26])[C:15]2[CH:20]=[CH:19][CH:18]=[C:17]([C:21]([F:24])([F:23])[F:22])[C:16]=2F)[CH2:10][CH2:9]1)=[O:7])([CH3:4])([CH3:3])[CH3:2].[C:27]([O:31][CH3:32])(=[O:30])[CH2:28][SH:29].C1COCC1.[H-].[Na+]. The catalyst is C(OCC)(=O)C.C(OCC)(=O)C.CCCCCCC. The product is [C:1]([O:5][C:6]([N:8]1[CH2:13][CH2:12][CH:11]([C:14]2([OH:26])[CH:28]([C:27]([O:31][CH3:32])=[O:30])[S:29][C:16]3[C:17]([C:21]([F:22])([F:24])[F:23])=[CH:18][CH:19]=[CH:20][C:15]2=3)[CH2:10][CH2:9]1)=[O:7])([CH3:4])([CH3:3])[CH3:2]. The yield is 0.560. (4) The reactants are [Cl:1][C:2]1[C:3]([C:35]([NH2:37])=[O:36])=[CH:4][C:5]2[N:9]=[C:8]([CH2:10][CH3:11])[N:7]([C:12]3[CH:17]=[CH:16][C:15]([CH2:18][CH2:19][NH:20][C:21]([NH:23][S:24]([C:27]4[CH:32]=[CH:31][C:30]([CH3:33])=[CH:29][CH:28]=4)(=[O:26])=[O:25])=[O:22])=[CH:14][CH:13]=3)[C:6]=2[CH:34]=1.[CH2:38](N(CC)CC)C.CS(Cl)(=O)=O.O. The catalyst is ClCCl. The product is [Cl:1][C:2]1[C:3]([C:35]([NH2:37])=[O:36])=[CH:4][C:5]2[N:9]=[C:8]([CH2:10][CH3:11])[N:7]([C:12]3[CH:13]=[CH:14][C:15]([CH2:18][CH2:19][N:20]([CH3:38])[C:21]([NH:23][S:24]([C:27]4[CH:32]=[CH:31][C:30]([CH3:33])=[CH:29][CH:28]=4)(=[O:26])=[O:25])=[O:22])=[CH:16][CH:17]=3)[C:6]=2[CH:34]=1. The yield is 0.500. (5) The reactants are [C:1]([O:5][C:6](=[O:27])[CH2:7][C:8]1[CH:24]=[CH:23][C:11]([O:12][C:13]2[CH:22]=[CH:21][C:16]([C:17]([O:19][CH3:20])=[O:18])=[CH:15][CH:14]=2)=[C:10]([C:25]#[N:26])[CH:9]=1)([CH3:4])([CH3:3])[CH3:2]. The catalyst is N.CO.[Ni]. The product is [NH2:26][CH2:25][C:10]1[CH:9]=[C:8]([CH2:7][C:6]([O:5][C:1]([CH3:4])([CH3:3])[CH3:2])=[O:27])[CH:24]=[CH:23][C:11]=1[O:12][C:13]1[CH:14]=[CH:15][C:16]([C:17]([O:19][CH3:20])=[O:18])=[CH:21][CH:22]=1. The yield is 0.740.